This data is from NCI-60 drug combinations with 297,098 pairs across 59 cell lines. The task is: Regression. Given two drug SMILES strings and cell line genomic features, predict the synergy score measuring deviation from expected non-interaction effect. (1) Drug 1: CC1=C(N=C(N=C1N)C(CC(=O)N)NCC(C(=O)N)N)C(=O)NC(C(C2=CN=CN2)OC3C(C(C(C(O3)CO)O)O)OC4C(C(C(C(O4)CO)O)OC(=O)N)O)C(=O)NC(C)C(C(C)C(=O)NC(C(C)O)C(=O)NCCC5=NC(=CS5)C6=NC(=CS6)C(=O)NCCC[S+](C)C)O. Drug 2: CC1C(C(CC(O1)OC2CC(CC3=C2C(=C4C(=C3O)C(=O)C5=C(C4=O)C(=CC=C5)OC)O)(C(=O)CO)O)N)O.Cl. Cell line: MCF7. Synergy scores: CSS=41.5, Synergy_ZIP=-4.39, Synergy_Bliss=-4.76, Synergy_Loewe=-1.11, Synergy_HSA=-0.274. (2) Drug 1: CC1=C(C(CCC1)(C)C)C=CC(=CC=CC(=CC(=O)O)C)C. Drug 2: CCN(CC)CCNC(=O)C1=C(NC(=C1C)C=C2C3=C(C=CC(=C3)F)NC2=O)C. Cell line: NCI/ADR-RES. Synergy scores: CSS=-1.81, Synergy_ZIP=4.16, Synergy_Bliss=7.10, Synergy_Loewe=1.20, Synergy_HSA=-0.796. (3) Drug 1: CC1=C(C=C(C=C1)NC(=O)C2=CC=C(C=C2)CN3CCN(CC3)C)NC4=NC=CC(=N4)C5=CN=CC=C5. Drug 2: CC1CCC2CC(C(=CC=CC=CC(CC(C(=O)C(C(C(=CC(C(=O)CC(OC(=O)C3CCCCN3C(=O)C(=O)C1(O2)O)C(C)CC4CCC(C(C4)OC)O)C)C)O)OC)C)C)C)OC. Cell line: SN12C. Synergy scores: CSS=5.38, Synergy_ZIP=-1.80, Synergy_Bliss=1.30, Synergy_Loewe=-17.9, Synergy_HSA=-5.16.